This data is from B-cell epitopes from IEDB database with 3,159 antigens for binding position prediction. The task is: Token-level Classification. Given an antigen amino acid sequence, predict which amino acid positions are active epitope sites capable of antibody binding. Output is a list of indices for active positions. Given the antigen sequence: MFPYPTLNFPPMAPINPMAYRDPNPPRRRWRPFRPPLAAQIEDLRRSIANLTFKQRAPNPPPGPPAKRKKPAPKPKPAAPKKKRQIPPAKKQKRKQKPGKRQRMCMKLESDKTFPIMLNGQVNGYACVVGGRVFKPLHVEGRIDNEQLATIKLKKASIYDLEYGDVPQCMKSDTLQYTSEKPPGFYNWHHGAVQYENNRFTVPRGVGGKGDSGRPILDNKGRVVAIVLGGANEGSRTALSVVTWNQKGVTVKDTPEGSEPWSLTAVMCVLANITFPCDQPPCMPCCYEKNPHETLNMLEQNYDSQAYDQLLEAAVKCNGRRTRRDVDAHFTQYKLARPYIADCPNCGHGRCDSPIAIEDVRGDAHAGYIRIQTSAMFGMKSEGVDLAYMSYMNGKVLKAIKIDSLYVRTSAPCSLVSYHGYYLLAQCPPGDTVTVGFLEGTHKYMCTVAHQVKFNPVGREKYRHPPEHGVELPCNKYTHKRADQGHYVEMHQPGMVADHT..., which amino acid positions are active epitope sites? The epitope positions are: [353, 354, 355, 356, 357, 358, 359, 360, 361, 362, 363, 364, 365, 366, 367, 368]. The amino acids at these positions are: PIAIEDVRGDAHAGYI.